This data is from Forward reaction prediction with 1.9M reactions from USPTO patents (1976-2016). The task is: Predict the product of the given reaction. (1) Given the reactants CO[C:3]1[CH:8]=[CH:7][CH:6]=[CH:5][C:4]=1[S:9][CH2:10][CH2:11][CH2:12][N:13]([C@H:29]1[CH2:34][CH2:33][C@H:32]([CH3:35])[CH2:31][CH2:30]1)[C:14](=[O:28])[NH:15][C:16]1[S:17][C:18]([S:21][C:22]([CH3:27])([CH3:26])[C:23]([OH:25])=[O:24])=[CH:19][N:20]=1.C(OC(=O)C(SC1SC(N)=NC=1)(C)C)C.[Cl:51]C1C=CC=CC=1S, predict the reaction product. The product is: [Cl:51][C:3]1[CH:8]=[CH:7][CH:6]=[CH:5][C:4]=1[S:9][CH2:10][CH2:11][CH2:12][N:13]([C@H:29]1[CH2:34][CH2:33][C@H:32]([CH3:35])[CH2:31][CH2:30]1)[C:14](=[O:28])[NH:15][C:16]1[S:17][C:18]([S:21][C:22]([CH3:27])([CH3:26])[C:23]([OH:25])=[O:24])=[CH:19][N:20]=1. (2) Given the reactants [Br:1][C:2]1[CH:3]=[C:4]2[C:9](=[CH:10][CH:11]=1)[C:8](=[O:12])[NH:7][C:6]([C:13]([OH:15])=[O:14])=[C:5]2[C:16]1[CH:21]=[CH:20][CH:19]=[CH:18][CH:17]=1.S(=O)(=O)(O)O.[CH3:27]O, predict the reaction product. The product is: [CH3:27][O:14][C:13]([C:6]1[NH:7][C:8](=[O:12])[C:9]2[C:4]([C:5]=1[C:16]1[CH:17]=[CH:18][CH:19]=[CH:20][CH:21]=1)=[CH:3][C:2]([Br:1])=[CH:11][CH:10]=2)=[O:15]. (3) Given the reactants [CH2:1]([C:8]1[CH:9]=[N:10][C:11]2[C:16]([C:17]=1[C:18]1[CH:19]=[C:20]([NH2:24])[CH:21]=[CH:22][CH:23]=1)=[CH:15][CH:14]=[CH:13][C:12]=2[C:25]([F:28])([F:27])[F:26])[C:2]1[CH:7]=[CH:6][CH:5]=[CH:4][CH:3]=1.[CH:29]1([CH:32]=O)[CH2:31][CH2:30]1, predict the reaction product. The product is: [CH2:1]([C:8]1[CH:9]=[N:10][C:11]2[C:16]([C:17]=1[C:18]1[CH:19]=[C:20]([NH:24][CH2:32][CH:29]3[CH2:31][CH2:30]3)[CH:21]=[CH:22][CH:23]=1)=[CH:15][CH:14]=[CH:13][C:12]=2[C:25]([F:28])([F:26])[F:27])[C:2]1[CH:3]=[CH:4][CH:5]=[CH:6][CH:7]=1. (4) Given the reactants [Cl:1][C:2]1[CH:7]=[C:6]([NH2:8])[CH:5]=[CH:4][C:3]=1[C:9]1[CH:14]=[CH:13][CH:12]=[CH:11][CH:10]=1.[C:15](N1C=CN=C1)(N1C=CN=C1)=[S:16], predict the reaction product. The product is: [Cl:1][C:2]1[CH:7]=[C:6]([N:8]=[C:15]=[S:16])[CH:5]=[CH:4][C:3]=1[C:9]1[CH:14]=[CH:13][CH:12]=[CH:11][CH:10]=1. (5) Given the reactants [C:1]([NH:4][C:5]1[N:10]=[C:9](/[CH:11]=[CH:12]/[C:13]([C:15]2[CH:20]=[CH:19][C:18]([NH:21][C:22]([C:24]3[C:25]([C:31]4[CH:36]=[CH:35][C:34]([C:37]([F:40])([F:39])[F:38])=[CH:33][CH:32]=4)=[CH:26][C:27]([CH3:30])=[CH:28][CH:29]=3)=[O:23])=[CH:17][CH:16]=2)=[O:14])[CH:8]=[CH:7][CH:6]=1)(=[O:3])[CH3:2].[H][H], predict the reaction product. The product is: [C:1]([NH:4][C:5]1[N:10]=[C:9]([CH2:11][CH2:12][CH:13]([C:15]2[CH:16]=[CH:17][C:18]([NH:21][C:22]([C:24]3[C:25]([C:31]4[CH:32]=[CH:33][C:34]([C:37]([F:39])([F:38])[F:40])=[CH:35][CH:36]=4)=[CH:26][C:27]([CH3:30])=[CH:28][CH:29]=3)=[O:23])=[CH:19][CH:20]=2)[OH:14])[CH:8]=[CH:7][CH:6]=1)(=[O:3])[CH3:2]. (6) Given the reactants [Cl:1][C:2]1[CH:7]=[CH:6][C:5]([C:8]2[S:16][C:15]3[C:14](=[O:17])[N:13]([C:18]4[CH:23]=[CH:22][C:21]([O:24][CH2:25][C:26]([OH:29])([CH3:28])[CH3:27])=[C:20]([O:30][CH3:31])[CH:19]=4)[CH:12]=[N:11][C:10]=3[CH:9]=2)=[CH:4][CH:3]=1.C([O:36][C:37](=[O:42])[CH2:38][C:39](O)=[O:40])(C)(C)C.C(N=C=NC(C)C)(C)C, predict the reaction product. The product is: [Cl:1][C:2]1[CH:7]=[CH:6][C:5]([C:8]2[S:16][C:15]3[C:14](=[O:17])[N:13]([C:18]4[CH:23]=[CH:22][C:21]([O:24][CH2:25][C:26]([CH3:28])([O:29][C:39](=[O:40])[CH2:38][C:37]([OH:42])=[O:36])[CH3:27])=[C:20]([O:30][CH3:31])[CH:19]=4)[CH:12]=[N:11][C:10]=3[CH:9]=2)=[CH:4][CH:3]=1. (7) Given the reactants [CH3:1][NH:2][C:3]1[CH:7]=[C:6]([C:8]2[CH:13]=[CH:12][N:11]=[CH:10][CH:9]=2)[S:5][C:4]=1[C:14]([NH2:16])=[O:15].O.[C:18]1(C)[CH:23]=CC(S(O)(=O)=O)=C[CH:19]=1.CC(C)=O, predict the reaction product. The product is: [CH3:1][N:2]1[C:3]2[CH:7]=[C:6]([C:8]3[CH:9]=[CH:10][N:11]=[CH:12][CH:13]=3)[S:5][C:4]=2[C:14](=[O:15])[NH:16][C:18]1([CH3:23])[CH3:19]. (8) The product is: [N:41]1([S:45]([NH:48][C:27](=[O:29])[C:26]2[CH:30]=[C:22]([Cl:21])[C:23]([O:32][C:33]3[CH:38]=[CH:37][C:36]([Cl:39])=[C:35]([Cl:40])[CH:34]=3)=[CH:24][C:25]=2[F:31])(=[O:47])=[O:46])[CH2:44][CH2:43][CH2:42]1. Given the reactants C(N(CC)C(C)C)(C)C.C(N=C=NCCCN(C)C)C.[Cl:21][C:22]1[C:23]([O:32][C:33]2[CH:38]=[CH:37][C:36]([Cl:39])=[C:35]([Cl:40])[CH:34]=2)=[CH:24][C:25]([F:31])=[C:26]([CH:30]=1)[C:27]([OH:29])=O.[N:41]1([S:45]([NH2:48])(=[O:47])=[O:46])[CH2:44][CH2:43][CH2:42]1, predict the reaction product.